The task is: Predict the reaction yield, written as a fraction of the theoretical maximum amount of product (1.0 means a 100% yield; for example, 0.34 means a 34% yield).. This data is from Reaction yield outcomes from USPTO patents with 853,638 reactions. (1) The reactants are [H-].[H-].[H-].[H-].[Li+].[Al+3].[Cl:7][C:8]1[C:9]([Cl:20])=[N:10][CH:11]=[C:12]([CH:19]=1)[C:13](N(OC)C)=[O:14]. The catalyst is C1COCC1. The product is [Cl:7][C:8]1[C:9]([Cl:20])=[N:10][CH:11]=[C:12]([CH:19]=1)[CH:13]=[O:14]. The yield is 0.750. (2) The reactants are [C:1]([C:3]1[CH:4]=[C:5]2[C:9](=[CH:10][CH:11]=1)[NH:8][CH:7]=[CH:6]2)#[N:2].[C:12]1(=[O:17])[CH2:16][CH2:15][CH:14]=[CH:13]1. No catalyst specified. The product is [O:17]=[C:12]1[CH2:16][CH2:15][CH:14]([C:6]2[C:5]3[C:9](=[CH:10][CH:11]=[C:3]([C:1]#[N:2])[CH:4]=3)[NH:8][CH:7]=2)[CH2:13]1. The yield is 0.820.